Dataset: Catalyst prediction with 721,799 reactions and 888 catalyst types from USPTO. Task: Predict which catalyst facilitates the given reaction. (1) Reactant: [F:1][C:2]1[CH:10]=[CH:9][C:8]([O:11][C:12]2[C:17]([C:18]3[O:22][CH:21]=[N:20][CH:19]=3)=[CH:16][CH:15]=[CH:14][N:13]=2)=[CH:7][C:3]=1[C:4](O)=[O:5].C(Cl)(=O)C([Cl:26])=O. Product: [F:1][C:2]1[CH:10]=[CH:9][C:8]([O:11][C:12]2[C:17]([C:18]3[O:22][CH:21]=[N:20][CH:19]=3)=[CH:16][CH:15]=[CH:14][N:13]=2)=[CH:7][C:3]=1[C:4]([Cl:26])=[O:5]. The catalyst class is: 59. (2) Reactant: C(Cl)(=O)C1C=CC=CC=1.[S-:10][C:11]#[N:12].[NH4+].[F:14][C:15]1[CH:21]=[CH:20][CH:19]=[C:18]([F:22])[C:16]=1[NH2:17].O. Product: [F:14][C:15]1[CH:21]=[CH:20][CH:19]=[C:18]([F:22])[C:16]=1[NH:17][C:11]([NH2:12])=[S:10]. The catalyst class is: 21. (3) Reactant: O=[C:2]1[C@H:10]2[C@H:5]([CH2:6][N:7]([C:11]([O:13][C:14]([CH3:17])([CH3:16])[CH3:15])=[O:12])[CH2:8][CH2:9]2)[C:4](=[O:18])[O:3]1.[CH3:19][O:20][C:21]1[CH:28]=[CH:27][C:24]([CH2:25][NH2:26])=[CH:23][CH:22]=1. The catalyst class is: 11. Product: [CH3:19][O:20][C:21]1[CH:28]=[CH:27][C:24]([CH2:25][N:26]2[C:2](=[O:3])[C@H:10]3[C@H:5]([CH2:6][N:7]([C:11]([O:13][C:14]([CH3:17])([CH3:16])[CH3:15])=[O:12])[CH2:8][CH2:9]3)[C:4]2=[O:18])=[CH:23][CH:22]=1. (4) Reactant: [N:1]([O-])=O.[Na+].[CH3:5][C:6]1[CH:7]=[C:8]([CH:10]=[C:11]([CH3:25])[C:12]=1[O:13][C:14]1[CH:19]=[CH:18][C:17]([O:20][CH3:21])=[C:16]([CH:22]([CH3:24])[CH3:23])[CH:15]=1)[NH2:9].Cl.[Sn](Cl)Cl. Product: [CH3:25][C:11]1[CH:10]=[C:8]([NH:9][NH2:1])[CH:7]=[C:6]([CH3:5])[C:12]=1[O:13][C:14]1[CH:19]=[CH:18][C:17]([O:20][CH3:21])=[C:16]([CH:22]([CH3:23])[CH3:24])[CH:15]=1. The catalyst class is: 97.